This data is from Forward reaction prediction with 1.9M reactions from USPTO patents (1976-2016). The task is: Predict the product of the given reaction. Given the reactants [N:1]([CH:4]1[CH2:8][CH2:7][C:6](=[O:9])[CH2:5]1)=[N+]=[N-].[CH3:10][C:11]([O:14][C:15](O[C:15]([O:14][C:11]([CH3:13])([CH3:12])[CH3:10])=[O:16])=[O:16])([CH3:13])[CH3:12], predict the reaction product. The product is: [C:11]([O:14][C:15](=[O:16])[NH:1][CH:4]1[CH2:8][CH2:7][C:6](=[O:9])[CH2:5]1)([CH3:13])([CH3:12])[CH3:10].